Dataset: Forward reaction prediction with 1.9M reactions from USPTO patents (1976-2016). Task: Predict the product of the given reaction. (1) Given the reactants [OH:1][CH:2]1[CH2:7][CH2:6][NH:5][C:4](=[O:8])[CH2:3]1.N1C=CN=C1.[Si:14](Cl)([C:27]([CH3:30])([CH3:29])[CH3:28])([C:21]1[CH:26]=[CH:25][CH:24]=[CH:23][CH:22]=1)[C:15]1[CH:20]=[CH:19][CH:18]=[CH:17][CH:16]=1, predict the reaction product. The product is: [Si:14]([O:1][CH:2]1[CH2:7][CH2:6][NH:5][C:4](=[O:8])[CH2:3]1)([C:27]([CH3:30])([CH3:29])[CH3:28])([C:21]1[CH:22]=[CH:23][CH:24]=[CH:25][CH:26]=1)[C:15]1[CH:20]=[CH:19][CH:18]=[CH:17][CH:16]=1. (2) Given the reactants [CH2:1]([O:8][CH2:9][CH2:10][C:11]1[N:12]=[C:13]([C:16]2[CH:21]=[CH:20][CH:19]=[CH:18][C:17]=2[NH:22][C:23]([O:25][CH2:26][CH:27]2[CH2:32][CH2:31][N:30](C(OC(C)(C)C)=O)[CH2:29][CH2:28]2)=[O:24])[S:14][CH:15]=1)[C:2]1[CH:7]=[CH:6][CH:5]=[CH:4][CH:3]=1.[F:40][C:41]([F:46])([F:45])[C:42]([OH:44])=[O:43], predict the reaction product. The product is: [F:40][C:41]([F:46])([F:45])[C:42]([OH:44])=[O:43].[CH2:1]([O:8][CH2:9][CH2:10][C:11]1[N:12]=[C:13]([C:16]2[CH:21]=[CH:20][CH:19]=[CH:18][C:17]=2[NH:22][C:23](=[O:24])[O:25][CH2:26][CH:27]2[CH2:28][CH2:29][NH:30][CH2:31][CH2:32]2)[S:14][CH:15]=1)[C:2]1[CH:7]=[CH:6][CH:5]=[CH:4][CH:3]=1. (3) Given the reactants C[N:2]1[C@@H:18]2[CH2:19][C:7]3[CH:8]=[CH:9][C:10]([O:22][CH3:23])=[C:11]4[O:12][C@H:13]5[C:14]([O:20][CH3:21])=[CH:15][CH:16]=[C:17]2[C@:5]5([C:6]=34)[CH2:4][CH2:3]1.CCOC(/N=N/C(OCC)=O)=O.Cl.N1C=CC=CC=1.CO, predict the reaction product. The product is: [CH3:23][O:22][C:10]1[CH:9]=[CH:8][C:7]2[CH2:19][C@H:18]3[NH:2][CH2:3][CH2:4][C@:5]45[C:6]=2[C:11]=1[O:12][C@H:13]4[C:14]([O:20][CH3:21])=[CH:15][CH:16]=[C:17]35. (4) Given the reactants [Cl:1][C:2]1[C:7]([N:8]([CH3:10])[CH3:9])=[CH:6][C:5](B2OC(C)(C)C(C)(C)O2)=[CH:4][N:3]=1.Br[C:21]1[CH:22]=[C:23]2[C:28](=[CH:29][CH:30]=1)[N:27]=[CH:26][CH:25]=[C:24]2[Cl:31].C(=O)([O-])[O-].[K+].[K+], predict the reaction product. The product is: [Cl:1][C:2]1[C:7]([N:8]([CH3:9])[CH3:10])=[CH:6][C:5]([C:21]2[CH:22]=[C:23]3[C:28](=[CH:29][CH:30]=2)[N:27]=[CH:26][CH:25]=[C:24]3[Cl:31])=[CH:4][N:3]=1. (5) Given the reactants [CH:1]([C:3]1[CH:11]=[C:7]([C:8]([OH:10])=O)[C:6]([OH:12])=[CH:5][CH:4]=1)=[O:2].[CH:13]([NH2:16])([CH3:15])[CH3:14].CCN(C(C)C)C(C)C.CCN=C=NCCCN(C)C.C1C=CC2N(O)N=NC=2C=1, predict the reaction product. The product is: [CH:1]([C:3]1[CH:4]=[CH:5][C:6]([OH:12])=[C:7]([CH:11]=1)[C:8]([NH:16][CH:13]([CH3:15])[CH3:14])=[O:10])=[O:2]. (6) Given the reactants CC1C=CC(S(O[CH2:12][C@@H:13]2[C@@H:18]([OH:19])[C@H:17]([OH:20])[C@@H:16]([OH:21])[C@H:15]([C:22]3[CH:27]=[CH:26][C:25]([Cl:28])=[C:24]([CH2:29][C:30]4[S:31][C:32]([C:35]5[O:36][CH:37]=[CH:38][CH:39]=5)=[CH:33][N:34]=4)[CH:23]=3)[O:14]2)(=O)=O)=CC=1.[I-:40].[Na+].O, predict the reaction product. The product is: [Cl:28][C:25]1[CH:26]=[CH:27][C:22]([C@H:15]2[C@H:16]([OH:21])[C@@H:17]([OH:20])[C@H:18]([OH:19])[C@@H:13]([CH2:12][I:40])[O:14]2)=[CH:23][C:24]=1[CH2:29][C:30]1[S:31][C:32]([C:35]2[O:36][CH:37]=[CH:38][CH:39]=2)=[CH:33][N:34]=1. (7) Given the reactants [NH2:1][C:2]1([CH2:5][O:6][C:7]2[CH:16]=[C:15]3[C:10]([C:11]([O:17][C:18]4[CH:19]=[C:20]5[C:25](=[CH:26][CH:27]=4)[C:24]([C:28]([NH:30][CH3:31])=[O:29])=[CH:23][CH:22]=[CH:21]5)=[CH:12][CH:13]=[N:14]3)=[CH:9][C:8]=2[O:32][CH3:33])[CH2:4][CH2:3]1.[CH:34]1([CH:37]=O)[CH2:36][CH2:35]1.[BH4-].[Na+], predict the reaction product. The product is: [CH:34]1([CH2:37][NH:1][C:2]2([CH2:5][O:6][C:7]3[CH:16]=[C:15]4[C:10]([C:11]([O:17][C:18]5[CH:19]=[C:20]6[C:25](=[CH:26][CH:27]=5)[C:24]([C:28]([NH:30][CH3:31])=[O:29])=[CH:23][CH:22]=[CH:21]6)=[CH:12][CH:13]=[N:14]4)=[CH:9][C:8]=3[O:32][CH3:33])[CH2:3][CH2:4]2)[CH2:36][CH2:35]1. (8) Given the reactants [F:1][C:2]1[CH:38]=[C:37]([F:39])[CH:36]=[CH:35][C:3]=1[O:4][C:5]1[C:13]2[N:12]=[N:11][NH:10][C:9]=2[CH:8]=[CH:7][C:6]=1[C:14]1[C:15]2[CH:24]=[CH:23][N:22](S(C3C=CC(C)=CC=3)(=O)=O)[C:16]=2[C:17](=[O:21])[N:18]([CH3:20])[CH:19]=1.[OH-].[Na+].O, predict the reaction product. The product is: [F:1][C:2]1[CH:38]=[C:37]([F:39])[CH:36]=[CH:35][C:3]=1[O:4][C:5]1[C:13]2[N:12]=[N:11][NH:10][C:9]=2[CH:8]=[CH:7][C:6]=1[C:14]1[C:15]2[CH:24]=[CH:23][NH:22][C:16]=2[C:17](=[O:21])[N:18]([CH3:20])[CH:19]=1.